Dataset: Forward reaction prediction with 1.9M reactions from USPTO patents (1976-2016). Task: Predict the product of the given reaction. The product is: [CH:29]([S:31]([NH:1][C:2]1[CH:3]=[C:4]([C:8]2[CH:16]=[CH:15][C:14]([C:17]([NH2:19])=[O:18])=[C:13]3[C:9]=2[CH:10]=[CH:11][NH:12]3)[CH:5]=[CH:6][CH:7]=1)(=[O:33])=[O:32])=[CH2:30]. Given the reactants [NH2:1][C:2]1[CH:3]=[C:4]([C:8]2[CH:16]=[CH:15][C:14]([C:17]([NH2:19])=[O:18])=[C:13]3[C:9]=2[CH:10]=[CH:11][NH:12]3)[CH:5]=[CH:6][CH:7]=1.CCN(C(C)C)C(C)C.[CH:29]([S:31](Cl)(=[O:33])=[O:32])=[CH2:30], predict the reaction product.